This data is from Forward reaction prediction with 1.9M reactions from USPTO patents (1976-2016). The task is: Predict the product of the given reaction. (1) Given the reactants Cl[C:2]1[N:10]=[CH:9][N:8]=[C:7]2[C:3]=1[N:4]=[C:5]([I:13])[N:6]2[CH2:11][CH3:12].C(N(C(C)C)C(C)C)C.[NH2:23][C@H:24]1[CH2:28][CH2:27][N:26]([C:29]([O:31][C:32]([CH3:35])([CH3:34])[CH3:33])=[O:30])[CH2:25]1, predict the reaction product. The product is: [CH2:11]([N:6]1[C:5]([I:13])=[N:4][C:3]2[C:7]1=[N:8][CH:9]=[N:10][C:2]=2[NH:23][C@H:24]1[CH2:28][CH2:27][N:26]([C:29]([O:31][C:32]([CH3:35])([CH3:34])[CH3:33])=[O:30])[CH2:25]1)[CH3:12]. (2) Given the reactants [CH:1]1([O:7][C:8]2[N:13]=[CH:12][N:11]=[C:10]([C:14]([OH:16])=O)[CH:9]=2)[CH2:6][CH2:5][CH2:4][CH2:3][CH2:2]1.[NH2:17][C:18]1[CH:23]=[CH:22][C:21]([S:24]([NH2:27])(=[O:26])=[O:25])=[CH:20][C:19]=1[CH3:28], predict the reaction product. The product is: [NH2:27][S:24]([C:21]1[CH:22]=[CH:23][C:18]([NH:17][C:14]([C:10]2[CH:9]=[C:8]([O:7][CH:1]3[CH2:2][CH2:3][CH2:4][CH2:5][CH2:6]3)[N:13]=[CH:12][N:11]=2)=[O:16])=[C:19]([CH3:28])[CH:20]=1)(=[O:25])=[O:26].